From a dataset of Forward reaction prediction with 1.9M reactions from USPTO patents (1976-2016). Predict the product of the given reaction. (1) The product is: [CH3:1][C:2]([C@:4]1([O:92][C:50]([CH3:51])=[O:52])[C@@:8]2([CH3:26])[CH2:9][CH2:10][C@@H:11]3[C@:16]4([CH3:25])[C:15](=[CH:20][C:19]([CH2:18][CH2:17]4)=[O:29])[CH2:14][CH2:13][C@H:12]3[C@@H:7]2[CH2:6][CH2:5]1)=[O:3]. Given the reactants [CH3:1][C:2]([C:4]1[C@@:8]2([CH3:26])[CH2:9][CH2:10][C@@H:11]3[C@@:16]4([CH3:25])[CH2:17][CH2:18][C@@H:19](OC(C)=O)[CH2:20][C:15]4=[CH:14][CH2:13][CH:12]3[C@@H:7]2[CH2:6][CH:5]=1)=[O:3].OO.[OH-:29].[Na+].Br.CC([C@]1(O)[C@@]2(C)CC[C@@H]3[C@@]4(C)CC[C@H:50]([OH:52])[CH2:51]C4=CC[C@H]3[C@@H]2CC1)=O.C([O-])(=O)C.C(OC(=O)C)(=O)C.C1(C)C=CC(S(O)(=O)=O)=CC=1.[O-]CCC.[Al+3].[O-]CCC.[O-]CCC.C[OH:92], predict the reaction product. (2) Given the reactants [N-:1]=[N+:2]=[N-:3].[Na+].[C:5]([O:8][C@H:9]1[C@H:14]([O:15][C:16](=[O:18])[CH3:17])[C@@H:13]([CH2:19][O:20][C:21](=[O:23])[CH3:22])[O:12][CH:11]=[CH:10]1)(=[O:7])[CH3:6].[Br-:24].[Li+], predict the reaction product. The product is: [C:5]([O:8][C@H:9]1[C@H:14]([O:15][C:16](=[O:18])[CH3:17])[C@@H:13]([CH2:19][O:20][C:21](=[O:23])[CH3:22])[O:12][C@H:11]([Br:24])[C@@H:10]1[N:1]=[N+:2]=[N-:3])(=[O:7])[CH3:6]. (3) Given the reactants [F:1][C:2]([F:26])([F:25])[CH2:3][NH:4][C:5]([C:7]1([CH2:20][CH2:21][CH2:22][CH2:23]Br)[C:19]2[CH:18]=[CH:17][CH:16]=[CH:15][C:14]=2[C:13]2[C:8]1=[CH:9][CH:10]=[CH:11][CH:12]=2)=[O:6].[Cl:27][C:28]1[CH:43]=[CH:42][C:31]2[N:32]([CH3:41])[C:33]([N:35]3[CH2:40][CH2:39][NH:38][CH2:37][CH2:36]3)=[N:34][C:30]=2[CH:29]=1, predict the reaction product. The product is: [F:1][C:2]([F:26])([F:25])[CH2:3][NH:4][C:5]([C:7]1([CH2:20][CH2:21][CH2:22][CH2:23][N:38]2[CH2:39][CH2:40][N:35]([C:33]3[N:32]([CH3:41])[C:31]4[CH:42]=[CH:43][C:28]([Cl:27])=[CH:29][C:30]=4[N:34]=3)[CH2:36][CH2:37]2)[C:19]2[CH:18]=[CH:17][CH:16]=[CH:15][C:14]=2[C:13]2[C:8]1=[CH:9][CH:10]=[CH:11][CH:12]=2)=[O:6].